This data is from Catalyst prediction with 721,799 reactions and 888 catalyst types from USPTO. The task is: Predict which catalyst facilitates the given reaction. (1) Reactant: Cl.[NH2:2][N:3]=[CH:4][C:5]1[CH:10]=[CH:9][C:8]([C:11]2[CH2:15][C:14]3([CH2:20][CH2:19][N:18]([C:21](=[O:29])[CH2:22][CH2:23][C:24]([O:26]CC)=[O:25])[CH2:17][CH2:16]3)[O:13][N:12]=2)=[CH:7][CH:6]=1.C(OCC)(=O)C.CCOCC. Product: [NH2:2][N:3]=[CH:4][C:5]1[CH:6]=[CH:7][C:8]([C:11]2[CH2:15][C:14]3([CH2:20][CH2:19][N:18]([C:21](=[O:29])[CH2:22][CH2:23][C:24]([OH:26])=[O:25])[CH2:17][CH2:16]3)[O:13][N:12]=2)=[CH:9][CH:10]=1. The catalyst class is: 494. (2) Reactant: [OH:1][C@H:2]([CH2:8][C:9](=[O:11])[O-:10])[CH2:3][N+:4]([CH3:7])([CH3:6])[CH3:5].[CH3:12][CH2:13][C@:14]12[CH:30]=[C:29]([C:31]([O:33][CH2:34][CH3:35])=[O:32])[N:28]3[C:20]4=[C:21]([CH2:36][CH2:37][N:18]([C@@H:19]14)[CH2:17][CH2:16][CH2:15]2)[C:22]1[CH:23]=[CH:24][CH:25]=[CH:26][C:27]=13.C(O)C.C(OC(C1C=CC(O)=CC=1)=O)C. Product: [OH:1][C@H:2]([CH2:8][C:9](=[O:10])[O-:11])[CH2:3][N+:4]([CH3:7])([CH3:5])[CH3:6].[CH3:12][CH2:13][C@:14]12[CH:30]=[C:29]([C:31]([O:33][CH2:34][CH3:35])=[O:32])[N:28]3[C:20]4=[C:21]([CH2:36][CH2:37][N:18]([C@@H:19]14)[CH2:17][CH2:16][CH2:15]2)[C:22]1[CH:23]=[CH:24][CH:25]=[CH:26][C:27]=13. The catalyst class is: 610. (3) Reactant: [Cl:1][C:2]1[CH:7]=[CH:6][C:5]([CH:8]([C:13]([C:15]2[CH:20]=[CH:19][CH:18]=[CH:17][C:16]=2F)=O)[CH2:9][CH2:10][C:11]#[N:12])=[C:4]([F:22])[CH:3]=1.C(O)(=O)C(O)=O.[CH2:29]([NH:32][NH2:33])[CH2:30][CH3:31]. Product: [Cl:1][C:2]1[CH:7]=[CH:6][C:5]([CH:8]([C:13]2[C:15]3[C:16](=[CH:17][CH:18]=[CH:19][CH:20]=3)[N:32]([CH2:29][CH2:30][CH3:31])[N:33]=2)[CH2:9][CH2:10][C:11]#[N:12])=[C:4]([F:22])[CH:3]=1. The catalyst class is: 17. (4) Reactant: Cl[C:2]1[C:7]2[CH2:8][N:9]([CH:12]([C:14]3[CH:15]=[N:16][C:17]([O:21][CH2:22][C:23]([F:26])([F:25])[F:24])=[C:18]([CH3:20])[CH:19]=3)[CH3:13])[C:10](=[O:11])[C:6]=2[CH:5]=[CH:4][N:3]=1.[CH3:27][N:28](C=O)C. Product: [CH3:20][C:18]1[CH:19]=[C:14]([CH:12]([N:9]2[C:10](=[O:11])[C:6]3[CH:5]=[CH:4][N:3]=[C:2]([C:27]#[N:28])[C:7]=3[CH2:8]2)[CH3:13])[CH:15]=[N:16][C:17]=1[O:21][CH2:22][C:23]([F:26])([F:25])[F:24]. The catalyst class is: 507. (5) Reactant: [F:1][C:2]1[CH:7]=[CH:6][CH:5]=[C:4]([OH:8])[C:3]=1[CH:9]1[N:13]([CH2:14][C:15]2[CH:20]=[CH:19][C:18]([O:21][C:22]([F:25])([F:24])[F:23])=[CH:17][CH:16]=2)[C:12](=[O:26])[CH:11]([CH3:27])[CH2:10]1.I[CH:29]([CH3:31])[CH3:30].C(=O)([O-])[O-].[K+].[K+].C(=O)([O-])[O-].[Cs+].[Cs+]. Product: [F:1][C:2]1[CH:7]=[CH:6][CH:5]=[C:4]([O:8][CH:29]([CH3:31])[CH3:30])[C:3]=1[CH:9]1[N:13]([CH2:14][C:15]2[CH:20]=[CH:19][C:18]([O:21][C:22]([F:23])([F:24])[F:25])=[CH:17][CH:16]=2)[C:12](=[O:26])[CH:11]([CH3:27])[CH2:10]1. The catalyst class is: 3.